From a dataset of Reaction yield outcomes from USPTO patents with 853,638 reactions. Predict the reaction yield, written as a fraction of the theoretical maximum amount of product (1.0 means a 100% yield; for example, 0.34 means a 34% yield). (1) The reactants are [F:1][C:2]1[CH:3]=[C:4]([CH2:8][CH2:9][C:10]([NH:12][NH2:13])=[O:11])[CH:5]=[CH:6][CH:7]=1.[NH:14]1[C:18]2[N:19]=[CH:20][CH:21]=[C:22]([C:23](O)=O)[C:17]=2[CH:16]=[CH:15]1. No catalyst specified. The product is [F:1][C:2]1[CH:3]=[C:4]([CH2:8][CH2:9][C:10]2[O:11][C:23]([C:22]3[CH:21]=[CH:20][N:19]=[C:18]4[NH:14][CH:15]=[CH:16][C:17]=34)=[N:13][N:12]=2)[CH:5]=[CH:6][CH:7]=1. The yield is 0.400. (2) The reactants are Br[C:2]1[N:6]([S:7]([C:10]2[CH:15]=[CH:14][CH:13]=[CH:12][CH:11]=2)(=[O:9])=[O:8])[CH:5]=[C:4]([CH:16]=[O:17])[CH:3]=1.[F:18][C:19]1[C:24](B(O)O)=[CH:23][CH:22]=[CH:21][N:20]=1.C(=O)([O-])O.[Na+].COCCOC. The catalyst is C1C=CC([P]([Pd]([P](C2C=CC=CC=2)(C2C=CC=CC=2)C2C=CC=CC=2)([P](C2C=CC=CC=2)(C2C=CC=CC=2)C2C=CC=CC=2)[P](C2C=CC=CC=2)(C2C=CC=CC=2)C2C=CC=CC=2)(C2C=CC=CC=2)C2C=CC=CC=2)=CC=1.O. The product is [F:18][C:19]1[C:24]([C:2]2[N:6]([S:7]([C:10]3[CH:15]=[CH:14][CH:13]=[CH:12][CH:11]=3)(=[O:9])=[O:8])[CH:5]=[C:4]([CH:16]=[O:17])[CH:3]=2)=[CH:23][CH:22]=[CH:21][N:20]=1. The yield is 0.680. (3) The reactants are [C:1]([C:5]1[NH:6][C:7]2[C:12]([CH:13]=1)=[CH:11][CH:10]=[C:9]([N+:14]([O-])=O)[CH:8]=2)([CH3:4])([CH3:3])[CH3:2].[H][H]. The catalyst is CO.[Ni]. The product is [C:1]([C:5]1[NH:6][C:7]2[C:12]([CH:13]=1)=[CH:11][CH:10]=[C:9]([NH2:14])[CH:8]=2)([CH3:4])([CH3:2])[CH3:3]. The yield is 0.890. (4) The reactants are FC(F)(F)S(O[C:7]1[CH2:12][CH2:11][CH:10]([O:13][CH2:14][CH:15]2[CH2:20][CH2:19][N:18]([C:21]([O:23][C:24]([CH3:27])([CH3:26])[CH3:25])=[O:22])[CH2:17][CH2:16]2)[CH2:9][CH:8]=1)(=O)=O.[CH3:30][S:31]([C:33]1[CH:38]=[CH:37][C:36](B(O)O)=[CH:35][CH:34]=1)=[O:32].C(=O)([O-])[O-].[Na+].[Na+]. The catalyst is CN(C=O)C.C1(P(C2C=CC=CC=2)C2C=CC=CC=2)C=CC=CC=1.C1(P(C2C=CC=CC=2)C2C=CC=CC=2)C=CC=CC=1.C1(P(C2C=CC=CC=2)C2C=CC=CC=2)C=CC=CC=1.C1(P(C2C=CC=CC=2)C2C=CC=CC=2)C=CC=CC=1.[Pd]. The product is [CH3:30][S:31]([C:33]1[CH:38]=[CH:37][C:36]([C:7]2[CH2:12][CH2:11][CH:10]([O:13][CH2:14][CH:15]3[CH2:16][CH2:17][N:18]([C:21]([O:23][C:24]([CH3:26])([CH3:27])[CH3:25])=[O:22])[CH2:19][CH2:20]3)[CH2:9][CH:8]=2)=[CH:35][CH:34]=1)=[O:32]. The yield is 0.523. (5) The reactants are [CH3:1][NH:2][S:3]([NH:6][CH2:7][C:8]([O:10]CC)=O)(=[O:5])=[O:4].O(C(C)(C)C)[K]. The catalyst is CN(C=O)C. The product is [CH3:1][N:2]1[C:8](=[O:10])[CH2:7][NH:6][S:3]1(=[O:5])=[O:4]. The yield is 0.540. (6) The reactants are [CH3:1][O:2][C:3]1[CH:11]=[C:10]2[C:6]([C:7]([C:12]([OH:14])=[O:13])=[CH:8][NH:9]2)=[CH:5][CH:4]=1.[H-].[Na+].I[CH3:18].[OH-].[Na+].[OH-].[K+]. The catalyst is CN(C=O)C. The product is [CH3:1][O:2][C:3]1[CH:11]=[C:10]2[C:6]([C:7]([C:12]([OH:14])=[O:13])=[CH:8][N:9]2[CH3:18])=[CH:5][CH:4]=1. The yield is 0.860. (7) The reactants are [F:1][C:2]([F:18])([F:17])[C:3]1[O:7][N:6]=[C:5]([C:8]2[CH:9]=[N:10][CH:11]=[C:12]([CH:16]=2)[C:13]([OH:15])=O)[N:4]=1.CN(C(ON1N=NC2C=CC=NC1=2)=[N+](C)C)C.F[P-](F)(F)(F)(F)F.[C:43]1([C:49]2[N:50]=[C:51]([C:54]3([CH2:60][NH2:61])[CH2:59][CH2:58][O:57][CH2:56][CH2:55]3)[S:52][CH:53]=2)[CH:48]=[CH:47][CH:46]=[CH:45][CH:44]=1.CN1CCOCC1. The catalyst is CN(C=O)C.CCOC(C)=O. The product is [C:43]1([C:49]2[N:50]=[C:51]([C:54]3([CH2:60][NH:61][C:13](=[O:15])[C:12]4[CH:16]=[C:8]([C:5]5[N:4]=[C:3]([C:2]([F:1])([F:18])[F:17])[O:7][N:6]=5)[CH:9]=[N:10][CH:11]=4)[CH2:55][CH2:56][O:57][CH2:58][CH2:59]3)[S:52][CH:53]=2)[CH:44]=[CH:45][CH:46]=[CH:47][CH:48]=1. The yield is 0.370.